From a dataset of Catalyst prediction with 721,799 reactions and 888 catalyst types from USPTO. Predict which catalyst facilitates the given reaction. (1) Reactant: P12(SP3(SP(SP(S3)(S1)=S)(=S)S2)=S)=[S:2].O=[C:16]([NH:22][CH2:23][C:24](=O)[C:25]1[CH:30]=[CH:29][CH:28]=[CH:27][CH:26]=1)[C:17]([O:19][CH2:20][CH3:21])=[O:18]. Product: [C:25]1([C:24]2[S:2][C:16]([C:17]([O:19][CH2:20][CH3:21])=[O:18])=[N:22][CH:23]=2)[CH:30]=[CH:29][CH:28]=[CH:27][CH:26]=1. The catalyst class is: 22. (2) Reactant: [Cl:1][C:2]1[CH:7]=[CH:6][CH:5]=[C:4]([Cl:8])[C:3]=1[CH2:9][S:10]([C:13]1[CH:14]=[C:15]2[C:19](=[CH:20][CH:21]=1)[NH:18][C:17](=[O:22])/[C:16]/2=[CH:23]\[C:24]1[NH:28][C:27]([CH3:29])=[C:26]([C:30](O)=[O:31])[C:25]=1[CH3:33])(=[O:12])=[O:11].C1C=CC2N(O)N=NC=2C=1.CCN=C=NCCCN(C)C.[CH:55]1([NH:58][CH2:59][C@@H:60]2[CH2:65][CH2:64][CH2:63][NH:62][CH2:61]2)[CH2:57][CH2:56]1. Product: [CH:55]1([NH:58][CH2:59][C@@H:60]2[CH2:65][CH2:64][CH2:63][N:62]([C:30]([C:26]3[C:25]([CH3:33])=[C:24](/[CH:23]=[C:16]4\[C:17](=[O:22])[NH:18][C:19]5[C:15]\4=[CH:14][C:13]([S:10]([CH2:9][C:3]4[C:4]([Cl:8])=[CH:5][CH:6]=[CH:7][C:2]=4[Cl:1])(=[O:12])=[O:11])=[CH:21][CH:20]=5)[NH:28][C:27]=3[CH3:29])=[O:31])[CH2:61]2)[CH2:57][CH2:56]1. The catalyst class is: 3. (3) Reactant: Br[CH:2]1[CH2:17][CH2:16][C:5]2=[C:6]([C:11]([O:13][CH2:14][CH3:15])=[O:12])[O:7][C:8]([S:9][CH3:10])=[C:4]2[C:3]1=O.[C:19]([NH2:27])(=[S:26])[C:20]1[CH:25]=[CH:24][CH:23]=[CH:22][CH:21]=1.C(O)C. Product: [CH3:10][S:9][C:8]1[O:7][C:6]([C:11]([O:13][CH2:14][CH3:15])=[O:12])=[C:5]2[C:4]=1[C:3]1[N:27]=[C:19]([C:20]3[CH:25]=[CH:24][CH:23]=[CH:22][CH:21]=3)[S:26][C:2]=1[CH2:17][CH2:16]2. The catalyst class is: 362. (4) Product: [Br:1][C:2]1[CH:3]=[N:4][CH:5]=[CH:6][C:7]=1[CH:22]=[O:23]. Reactant: [Br:1][C:2]1[CH:3]=[N:4][CH:5]=[CH:6][CH:7]=1.C([N-]C(C)C)(C)C.[Li+].C1CCCCC1.[CH:22](N1CCOCC1)=[O:23].[Cl-].[NH4+]. The catalyst class is: 7.